This data is from Experimentally validated miRNA-target interactions with 360,000+ pairs, plus equal number of negative samples. The task is: Binary Classification. Given a miRNA mature sequence and a target amino acid sequence, predict their likelihood of interaction. (1) The miRNA is mmu-miR-378a-3p with sequence ACUGGACUUGGAGUCAGAAGG. The protein sequence of the target gene is MPKNSKVVKRDLDDDVIESVKDLLSNEDSVEEVSKKSELIVDVQEEKDTDAEDGSEADDERPAWNSKLQYILAQVGFSVGLGNVWRFPYLCQKNGGGAYLLPYLILLLVIGIPLFFLELSVGQRIRRGSIGVWNYISPKLGGIGFASCVVCYFVALYYNVIIGWTLFYFSQSFQQPLPWDQCPLVKNASHTYVEPECEQSSATTYYWYREALDITSSISDSGGLNWKMTVCLLVAWVMVCLAMIKGIQSSGKIMYFSSLFPYVVLICFLIRSLLLNGSIDGIRHMFTPKLEMMLEPKVWR.... Result: 0 (no interaction). (2) The miRNA is mmu-miR-5114 with sequence ACUGGAGACGGAAGCUGCAAGA. The protein sequence of the target gene is MRMLLGIPYVDKSVLSNSVLERGKQDKSKLLLVDKCHYELDVEERKEDFVGGFGFGVVENSHKDVMVLPHHHYYPSYSSPSSSSLCYCSAGVSDPMFSVSSNQAYTSSHSGMFTPAGSGSAAVTVADPFFSLSSSGEMRRSMNEDAGAAFSEAQWHELERQRNIYKYMMASVPVPPELLTPFPKNHQSNTNPDVDTYRSGMFSIYADYKNLPLSMWMTVTVAVATGGSLQLGIASSASNNTADLEPWRCKRTDGKKWRCSRNVIPDQKYCERHTHKSRPRSRKHVESSHQSSHHNDIRTA.... Result: 0 (no interaction). (3) The miRNA is hsa-miR-650 with sequence AGGAGGCAGCGCUCUCAGGAC. The protein sequence of the target gene is MKFLAVLLAAGMLAFLGAVICIIASVPLAASPARALPGGADNASVASGAAASPGPQRSLSALHGAGGSAGPPALPGAPAASAHPLPPGPLFSRFLCTPLAAACPSGAQQGDAAGAAPGEREELLLLQSTAEQLRQTALQQEARIRADQDTIRELTGKLGRCESGLPRGLQGAGPRRDTMADGPWDSPALILELEDAVRALRDRIDRLEQELPARVNLSAAPAPVSAVPTGLHSKMDQLEGQLLAQVLALEKERVALSHSSRRQRQEVEKELDVLQGRVAELEHGSSAYSPPDAFKISIPI.... Result: 1 (interaction). (4) The miRNA is mmu-miR-30b-5p with sequence UGUAAACAUCCUACACUCAGCU. The protein sequence of the target gene is MAASKPIEAAMAAAAAPGSGNGVGGGGGTAGPGSGAGTLPRWHVALAIGAPLLLGAGAMYLWSRRRRRREAGGRGDASGLKRNSERKTPEGRASPALGSGHHDGSGDSLEMSSLDRAQAAKNKGNKYFKAGKYEQAIQCYTEAISLCPTEKNVDLSTFYQNRAAAFEQLQKWKEVAQDCTKAVELNPKYVKALFRRAKAHEKLDNKKECLEDVTAVCILEGFQNEQSMLLADKVLKLLGKENAKEKYKNREPLMPSPQFIKSYFSSFTDDIISQPMLKGEKSDEDKDKEGEALEVKENSG.... Result: 1 (interaction). (5) The miRNA is mmu-miR-344h-3p with sequence GGUAUAACCAAAGCCCGACUGU. The protein sequence of the target gene is MADAFGDELFSVFEGDSTTAAGTKKDKEKDKGKWKGPPGSADKAGKRFDGKLQSESTNNGKNKRDVDFEGTDEPIFGKKPRIEESITEDLSLADLMPRVKVQSVETVEGCTHEVALPAEEDYLPLKPRVGKAAKEYPFILDAFQREAIQCVDNNQSVLVSAHTSAGKTVCAEYAIALALREKQRVIFTSPIKALSNQKYREMYEEFQDVGLMTGDVTINPTASCLVMTTEILRSMLYRGSEVMREVAWVIFDEIHYMRDSERGVVWEETIILLPDNVHYVFLSATIPNARQFAEWICHLH.... Result: 0 (no interaction). (6) The miRNA is mmu-miR-1843b-3p with sequence CCGAUCGUUCCCCUCCAUAC. The protein sequence of the target gene is MPLPEPSEQDCESLRAGQEPSVGARKPQESSNLVPARDKERPKPTDVASQETSSTATLPNNTLQVAPVKKQGRIIHRKRSRVDAVPPQPLEFLKTPFGGRLLVHKSFLYKQEKAVGDKVYWKCRQHSELSCRGRAITRGFRVTEMRDHCHPPEKEGLDRKKRHRGRPPSSALPEGAEVQEDEVSLWLYPVEPEPTPQPSIETPEEEQGYRSLALQSLPPKKRPTPGVVRYRPLEFLKTCYGGTFLVHQSFLYKREKTVGGKVYWTCREHAVHGCRSRAITQGQRVTVMRSHCHSPDIEGL.... Result: 0 (no interaction).